From a dataset of TCR-epitope binding with 47,182 pairs between 192 epitopes and 23,139 TCRs. Binary Classification. Given a T-cell receptor sequence (or CDR3 region) and an epitope sequence, predict whether binding occurs between them. (1) The epitope is RQLLFVVEV. The TCR CDR3 sequence is CASSLVYDRSYEQYF. Result: 1 (the TCR binds to the epitope). (2) The epitope is ILGLPTQTV. The TCR CDR3 sequence is CASRVPAYNEQFF. Result: 0 (the TCR does not bind to the epitope). (3) The epitope is ILHCANFNV. The TCR CDR3 sequence is CASSFVSSYGYTF. Result: 1 (the TCR binds to the epitope). (4) The epitope is SFHSLHLLF. The TCR CDR3 sequence is CAREWRGEAYEQYF. Result: 1 (the TCR binds to the epitope).